Dataset: Full USPTO retrosynthesis dataset with 1.9M reactions from patents (1976-2016). Task: Predict the reactants needed to synthesize the given product. Given the product [OH:20][C@@:19]1([CH:5]=[CH2:6])[CH2:18][CH2:17][N:16]([C:21]([O:23][C:24]([CH3:27])([CH3:26])[CH3:25])=[O:22])[C@H:15]1[CH3:14], predict the reactants needed to synthesize it. The reactants are: [Cl-].[Ce+3].[Cl-].[Cl-].[CH:5]([Mg]Br)=[CH2:6].C1COCC1.[CH3:14][C@H:15]1[C:19](=[O:20])[CH2:18][CH2:17][N:16]1[C:21]([O:23][C:24]([CH3:27])([CH3:26])[CH3:25])=[O:22].